Dataset: Reaction yield outcomes from USPTO patents with 853,638 reactions. Task: Predict the reaction yield, written as a fraction of the theoretical maximum amount of product (1.0 means a 100% yield; for example, 0.34 means a 34% yield). The yield is 0.700. The catalyst is C1COCC1. The reactants are [CH2:1]([C:5]1[S:6][CH:7]=[CH:8][CH:9]=1)[CH:2]([CH3:4])[CH3:3].[Li]CCCC.[C:15]([N:19]=[C:20]=[O:21])([CH3:18])([CH3:17])[CH3:16]. The product is [CH2:1]([C:5]1[S:6][C:7]([C:20]([NH:19][C:15]([CH3:18])([CH3:17])[CH3:16])=[O:21])=[CH:8][CH:9]=1)[CH:2]([CH3:4])[CH3:3].